Dataset: hERG Central: cardiac toxicity at 1µM, 10µM, and general inhibition. Task: Predict hERG channel inhibition at various concentrations. (1) The compound is Fc1ccc(C(CCNCc2ccccn2)c2ccc(Cl)cc2)cc1. Results: hERG_inhib (hERG inhibition (general)): blocker. (2) The compound is O=C(CSc1nnc2ccc(-c3cccnc3)nn12)Nc1ccc(F)cc1. Results: hERG_inhib (hERG inhibition (general)): blocker.